This data is from TCR-epitope binding with 47,182 pairs between 192 epitopes and 23,139 TCRs. The task is: Binary Classification. Given a T-cell receptor sequence (or CDR3 region) and an epitope sequence, predict whether binding occurs between them. (1) The epitope is SGPLKAEIAQRLED. The TCR CDR3 sequence is CASSSPIGTSGNNEQFF. Result: 0 (the TCR does not bind to the epitope). (2) The epitope is TLIGDCATV. The TCR CDR3 sequence is CASNPGGSWTEAFF. Result: 1 (the TCR binds to the epitope).